This data is from Forward reaction prediction with 1.9M reactions from USPTO patents (1976-2016). The task is: Predict the product of the given reaction. (1) Given the reactants [F:1][C:2]1[CH:3]=[C:4]2[C:8](=[CH:9][C:10]=1[C:11]#[N:12])[N:7]([CH3:13])[NH:6][C:5]2=[O:14].CCN(C(C)C)C(C)C.[F:24][C:25]([F:38])([F:37])[S:26](O[S:26]([C:25]([F:38])([F:37])[F:24])(=[O:28])=[O:27])(=[O:28])=[O:27], predict the reaction product. The product is: [F:24][C:25]([F:38])([F:37])[S:26]([O:14][C:5]1[C:4]2[C:8](=[CH:9][C:10]([C:11]#[N:12])=[C:2]([F:1])[CH:3]=2)[N:7]([CH3:13])[N:6]=1)(=[O:28])=[O:27]. (2) Given the reactants [Cl:1][C:2]1[CH:3]=[C:4]([C:20]#[C:21][CH2:22][N:23]2[CH2:28][CH2:27][N:26]([CH3:29])[CH2:25][CH2:24]2)[CH:5]=[C:6]2[C:10]=1[C:9](=[O:11])[N:8]([CH2:12][C:13]1[CH:18]=[CH:17][C:16]([Cl:19])=[CH:15][CH:14]=1)[CH2:7]2.[H][H].C(Cl)(Cl)Cl.CO, predict the reaction product. The product is: [Cl:1][C:2]1[CH:3]=[C:4]([CH2:20][CH2:21][CH2:22][N:23]2[CH2:28][CH2:27][N:26]([CH3:29])[CH2:25][CH2:24]2)[CH:5]=[C:6]2[C:10]=1[C:9](=[O:11])[N:8]([CH2:12][C:13]1[CH:18]=[CH:17][C:16]([Cl:19])=[CH:15][CH:14]=1)[CH2:7]2. (3) The product is: [CH3:9][C:8]1[CH:7]=[C:6]([CH3:10])[NH:5][C:4](=[O:11])[C:3]=1[CH2:2][NH:1][C:26](=[O:27])[C:25]1[CH:24]=[CH:23][C:22]([CH2:21][N:18]2[CH2:17][CH2:16][N:15]([CH2:14][CH2:13][OH:12])[CH2:20][CH2:19]2)=[CH:30][CH:29]=1. Given the reactants [NH2:1][CH2:2][C:3]1[C:4](=[O:11])[NH:5][C:6]([CH3:10])=[CH:7][C:8]=1[CH3:9].[OH:12][CH2:13][CH2:14][N:15]1[CH2:20][CH2:19][N:18]([CH2:21][C:22]2[CH:30]=[CH:29][C:25]([C:26](O)=[O:27])=[CH:24][CH:23]=2)[CH2:17][CH2:16]1.C(N(CC)CC)C, predict the reaction product. (4) The product is: [Cl:21][C:10]1[CH:9]=[C:8]([NH:7][CH2:6][C:3]2[O:4][CH:5]=[CH:1][CH:2]=2)[C:13]([C:14]([NH:36][CH2:35][CH2:33][OH:34])=[O:16])=[CH:12][C:11]=1[S:17](=[O:19])(=[O:18])[NH2:20]. Given the reactants [CH:1]1[CH:2]=[C:3]([CH2:6][NH:7][C:8]2[C:13]([C:14]([OH:16])=O)=[CH:12][C:11]([S:17]([NH2:20])(=[O:19])=[O:18])=[C:10]([Cl:21])[CH:9]=2)[O:4][CH:5]=1.CCN=C=NCCCN(C)C.[CH2:33]([CH2:35][NH2:36])[OH:34], predict the reaction product. (5) Given the reactants Br[C:2]1[C:7]([CH3:8])=[CH:6][C:5]([CH2:9][C:10]([O:12][CH3:13])=[O:11])=[C:4]([Cl:14])[CH:3]=1.[CH3:15][N:16](C=O)C, predict the reaction product. The product is: [Cl:14][C:4]1[CH:3]=[C:2]([C:15]#[N:16])[C:7]([CH3:8])=[CH:6][C:5]=1[CH2:9][C:10]([O:12][CH3:13])=[O:11].